From a dataset of Experimentally validated miRNA-target interactions with 360,000+ pairs, plus equal number of negative samples. Binary Classification. Given a miRNA mature sequence and a target amino acid sequence, predict their likelihood of interaction. The miRNA is hsa-miR-3146 with sequence CAUGCUAGGAUAGAAAGAAUGG. The protein sequence of the target gene is MQGMASVVSCEPWALLGRGALCTKARPGGGPAAGTVVAPGSPDRGRPRSRNSLASQDQQGAVTSGTAHKALFSRDTNFLQEINRKQEAAPTGTRHKAKSQGLVTFGDVAVVFSQEEWEWLNSEQRSLYWKVMLDNYRNLASLGLCASQPDMITSLEQGRDPWMMKRKMRKGQHLDLKAMQETKEFPPKDLSEETLFLAVLRKQLLPHRPKCSMVRAAWEGGAVFTTHRGLKTNSGLARDSPAQLVSAQRSFCKSVTWENCGDRGSVGQQSVQEAQDLLPRQDSHAERVTGRTWSTKLECS.... Result: 0 (no interaction).